From a dataset of Catalyst prediction with 721,799 reactions and 888 catalyst types from USPTO. Predict which catalyst facilitates the given reaction. (1) Reactant: [F:1][C:2]1([F:34])[CH2:5][CH:4]([CH:6]([NH:18][C:19]2[CH:20]=[N:21][C:22]([N:25]3[CH:29]=[C:28]([C:30]([F:33])([F:32])[F:31])[N:27]=[CH:26]3)=[CH:23][CH:24]=2)[C:7]2[CH:17]=[CH:16][C:10]([C:11]([O:13]CC)=[O:12])=[CH:9][CH:8]=2)[CH2:3]1.O1CCCC1.CO.[OH-].[Na+]. Product: [F:34][C:2]1([F:1])[CH2:5][CH:4]([CH:6]([NH:18][C:19]2[CH:20]=[N:21][C:22]([N:25]3[CH:29]=[C:28]([C:30]([F:31])([F:32])[F:33])[N:27]=[CH:26]3)=[CH:23][CH:24]=2)[C:7]2[CH:17]=[CH:16][C:10]([C:11]([OH:13])=[O:12])=[CH:9][CH:8]=2)[CH2:3]1. The catalyst class is: 2. (2) The catalyst class is: 8. Product: [N:4]1([C:9]2[CH:10]=[C:11]3[C:12](=[CH:17][CH:18]=2)[C:13](=[O:14])[N:3]=[N:2][C:19]3=[O:21])[CH:8]=[CH:7][CH:6]=[N:5]1. Reactant: O.[NH2:2][NH2:3].[N:4]1([C:9]2[CH:10]=[C:11]([C:19]([O:21]C)=O)[C:12](=[CH:17][CH:18]=2)[C:13](OC)=[O:14])[CH:8]=[CH:7][CH:6]=[N:5]1. (3) Reactant: [CH2:1]([N:8]1[CH2:13][CH2:12][C:11]2([CH2:22][C:21](=[O:23])[C:20]3[C:15](=[CH:16][CH:17]=[C:18]([Br:24])[CH:19]=3)[O:14]2)[CH2:10][CH2:9]1)[C:2]1[CH:7]=[CH:6][CH:5]=[CH:4][CH:3]=1.[BH4-].[Na+].O. Product: [CH2:1]([N:8]1[CH2:13][CH2:12][C:11]2([CH2:22][CH:21]([OH:23])[C:20]3[C:15](=[CH:16][CH:17]=[C:18]([Br:24])[CH:19]=3)[O:14]2)[CH2:10][CH2:9]1)[C:2]1[CH:7]=[CH:6][CH:5]=[CH:4][CH:3]=1. The catalyst class is: 5. (4) Reactant: FC(F)(F)C(O)=O.[CH:8]1([CH:11]([C:13]2[CH:18]=[CH:17][C:16]([C:19]([F:22])([F:21])[F:20])=[CH:15][CH:14]=2)O)[CH2:10][CH2:9]1.[CH3:23][S:24][CH2:25][C:26]1[CH:27]=[CH:28][CH:29]=[C:30]2[C:34]=1[NH:33][CH:32]=[CH:31]2. Product: [CH:8]1([CH:11]([C:13]2[CH:18]=[CH:17][C:16]([C:19]([F:22])([F:21])[F:20])=[CH:15][CH:14]=2)[C:31]2[C:30]3[C:34](=[C:26]([CH2:25][S:24][CH3:23])[CH:27]=[CH:28][CH:29]=3)[NH:33][CH:32]=2)[CH2:10][CH2:9]1. The catalyst class is: 4. (5) Reactant: [Br:1][C:2]1([C:31]2[CH:36]=[CH:35][C:34]([O:37]C)=[CH:33][CH:32]=2)[C:6]([C:7]2[CH:12]=[CH:11][CH:10]=[CH:9][CH:8]=2)=[C:5]([C:13]2[CH:18]=[CH:17][CH:16]=[CH:15][CH:14]=2)[C:4]([C:19]2[CH:24]=[CH:23][CH:22]=[CH:21][CH:20]=2)=[C:3]1[C:25]1[CH:30]=[CH:29][CH:28]=[CH:27][CH:26]=1. The catalyst class is: 201. Product: [Br:1][C:2]1([C:31]2[CH:32]=[CH:33][C:34]([OH:37])=[CH:35][CH:36]=2)[C:6]([C:7]2[CH:8]=[CH:9][CH:10]=[CH:11][CH:12]=2)=[C:5]([C:13]2[CH:18]=[CH:17][CH:16]=[CH:15][CH:14]=2)[C:4]([C:19]2[CH:24]=[CH:23][CH:22]=[CH:21][CH:20]=2)=[C:3]1[C:25]1[CH:26]=[CH:27][CH:28]=[CH:29][CH:30]=1. (6) The catalyst class is: 186. Product: [CH3:1][C:2]1[CH:3]=[C:4]([CH:5]=[CH:6][C:7]=1[O:8][CH3:9])[NH2:10]. Reactant: [CH3:1][C:2]1[CH:3]=[C:4]([N+:10]([O-])=O)[CH:5]=[CH:6][C:7]=1[O:8][CH3:9].O.Cl.